Dataset: Reaction yield outcomes from USPTO patents with 853,638 reactions. Task: Predict the reaction yield, written as a fraction of the theoretical maximum amount of product (1.0 means a 100% yield; for example, 0.34 means a 34% yield). (1) The reactants are [C:1]([O:5][C:6]([N:8]1[C:16]2[C:11](=[CH:12][CH:13]=[C:14](O)[CH:15]=2)[CH:10]=[C:9]1[C:18]1[C:19]2[S:32][C:31]([CH2:33][OH:34])=[CH:30][C:20]=2[N:21]([C:23]([O:25][C:26]([CH3:29])([CH3:28])[CH3:27])=[O:24])[N:22]=1)=[O:7])([CH3:4])([CH3:3])[CH3:2].[C:35](=[O:38])([O-])[O-].[Cs+].[Cs+].[Br:41][CH2:42][CH2:43]CBr. No catalyst specified. The product is [C:1]([O:5][C:6]([N:8]1[C:16]2[C:11](=[CH:12][CH:13]=[CH:14][CH:15]=2)[C:10]([O:38][CH2:35][CH2:43][CH2:42][Br:41])=[C:9]1[C:18]1[C:19]2[S:32][C:31]([CH2:33][OH:34])=[CH:30][C:20]=2[N:21]([C:23]([O:25][C:26]([CH3:29])([CH3:27])[CH3:28])=[O:24])[N:22]=1)=[O:7])([CH3:4])([CH3:3])[CH3:2]. The yield is 0.550. (2) The reactants are [OH:1][C:2]1[CH:11]=[C:10]([OH:12])[C:9]([CH:13]([CH3:15])[CH3:14])=[CH:8][C:3]=1[C:4]([O:6][CH3:7])=[O:5].[C:16](=[O:19])([O-])[O-].[K+].[K+].[CH3:22][O:23][CH2:24]Cl.[C:26](#N)C. The yield is 0.970. The product is [CH3:22][O:23][CH2:24][O:1][C:2]1[CH:11]=[C:10]([O:12][CH2:26][O:19][CH3:16])[C:9]([CH:13]([CH3:15])[CH3:14])=[CH:8][C:3]=1[C:4]([O:6][CH3:7])=[O:5]. No catalyst specified. (3) The reactants are Br[C:2]1[CH:23]=[CH:22][C:5]2[C:6]3[N:10]([CH2:11][CH2:12][O:13][C:4]=2[CH:3]=1)[CH:9]=[C:8]([C:14]1[N:15]([CH:19]([CH3:21])[CH3:20])[N:16]=[CH:17][N:18]=1)[N:7]=3.[O-]P([O-])([O-])=O.[K+].[K+].[K+].[CH2:32]1[C@@H:36]([C:37](O)=O)[NH:35][CH2:34][C@@H:33]1O. The yield is 0.340. The product is [CH:19]([N:15]1[C:14]([C:8]2[N:7]=[C:6]3[C:5]4[CH:22]=[CH:23][C:2]([N:35]5[CH2:34][CH2:33][CH2:32][C@@H:36]5[CH2:37][N:35]5[CH2:36][CH2:32][CH2:33][CH2:34]5)=[CH:3][C:4]=4[O:13][CH2:12][CH2:11][N:10]3[CH:9]=2)=[N:18][CH:17]=[N:16]1)([CH3:21])[CH3:20]. The catalyst is CS(C)=O.[Cu]I. (4) The reactants are [CH2:1]([S:3]([N:6]1[CH2:11][CH2:10][CH:9]([C:12]2[C:20]3[C:15](=[C:16]([C:30]([NH2:32])=[O:31])[CH:17]=[C:18](B4OC(C)(C)C(C)(C)O4)[CH:19]=3)[NH:14][CH:13]=2)[CH2:8][CH2:7]1)(=[O:5])=[O:4])[CH3:2].C(=O)([O-])[O-].[Na+].[Na+].Br[C:40]1[CH:41]=[N:42][N:43]([CH2:45][CH2:46][Cl:47])[CH:44]=1. The catalyst is O1CCOCC1.O.CCOC(C)=O.C1C=CC([P]([Pd]([P](C2C=CC=CC=2)(C2C=CC=CC=2)C2C=CC=CC=2)([P](C2C=CC=CC=2)(C2C=CC=CC=2)C2C=CC=CC=2)[P](C2C=CC=CC=2)(C2C=CC=CC=2)C2C=CC=CC=2)(C2C=CC=CC=2)C2C=CC=CC=2)=CC=1. The product is [Cl:47][CH2:46][CH2:45][N:43]1[CH:44]=[C:40]([C:18]2[CH:19]=[C:20]3[C:15](=[C:16]([C:30]([NH2:32])=[O:31])[CH:17]=2)[NH:14][CH:13]=[C:12]3[CH:9]2[CH2:10][CH2:11][N:6]([S:3]([CH2:1][CH3:2])(=[O:5])=[O:4])[CH2:7][CH2:8]2)[CH:41]=[N:42]1. The yield is 0.240. (5) The reactants are [CH3:1][C@:2]12[C@@:19]3([CH3:20])[C@@H:10]([C@:11]4([CH3:24])[C@@H:16]([CH2:17][CH2:18]3)[C:15]([CH3:22])([CH3:21])[C:14](=[O:23])[CH2:13][CH2:12]4)[CH2:9][CH2:8][C@@H:7]1[C@H:6]1[C@H:25]([C:28]([CH3:30])=[CH2:29])[CH2:26]C[C@]1(C(O)=O)[CH2:4][CH2:3]2.C([N:36]([CH2:39]C)[CH2:37][CH3:38])C.P(N=[N+]=[N-])(=O)(OC1C=CC=CC=1)[O:42]C1C=CC=CC=1. The catalyst is O1CCOCC1. The product is [N:36]([C@:37]12[CH2:38][CH2:26][C@@H:25]([C:28]([CH3:30])=[CH2:29])[C@@H:6]1[C@@H:7]1[C@@:2]([CH3:1])([CH2:3][CH2:4]2)[C@@:19]2([CH3:20])[C@@H:10]([C@:11]3([CH3:24])[C@@H:16]([CH2:17][CH2:18]2)[C:15]([CH3:21])([CH3:22])[C:14](=[O:23])[CH2:13][CH2:12]3)[CH2:9][CH2:8]1)=[C:39]=[O:42]. The yield is 0.632.